This data is from NCI-60 drug combinations with 297,098 pairs across 59 cell lines. The task is: Regression. Given two drug SMILES strings and cell line genomic features, predict the synergy score measuring deviation from expected non-interaction effect. Drug 1: CCC1=CC2CC(C3=C(CN(C2)C1)C4=CC=CC=C4N3)(C5=C(C=C6C(=C5)C78CCN9C7C(C=CC9)(C(C(C8N6C)(C(=O)OC)O)OC(=O)C)CC)OC)C(=O)OC.C(C(C(=O)O)O)(C(=O)O)O. Drug 2: COCCOC1=C(C=C2C(=C1)C(=NC=N2)NC3=CC=CC(=C3)C#C)OCCOC.Cl. Cell line: K-562. Synergy scores: CSS=75.9, Synergy_ZIP=4.33, Synergy_Bliss=11.0, Synergy_Loewe=-19.0, Synergy_HSA=8.64.